Dataset: Forward reaction prediction with 1.9M reactions from USPTO patents (1976-2016). Task: Predict the product of the given reaction. (1) Given the reactants [NH2:1][CH2:2][C:3]1[CH:4]=[C:5]([NH:9][C:10](=[O:16])[O:11][C:12]([CH3:15])([CH3:14])[CH3:13])[CH:6]=[CH:7][CH:8]=1.[Cl:17][C:18]1[N:23]=[C:22](Cl)[C:21]([Cl:25])=[CH:20][N:19]=1.C(=O)([O-])[O-].[K+].[K+], predict the reaction product. The product is: [C:12]([O:11][C:10](=[O:16])[NH:9][C:5]1[CH:6]=[CH:7][CH:8]=[C:3]([CH2:2][NH:1][C:20]2[C:21]([Cl:25])=[CH:22][N:23]=[C:18]([Cl:17])[N:19]=2)[CH:4]=1)([CH3:13])([CH3:15])[CH3:14]. (2) The product is: [NH2:18][C:16]1[C:17]2[C:9]([C:6]3[CH:5]=[CH:4][C:3]([CH2:2][NH:1][C:32](=[O:39])[C:33]4[CH:38]=[CH:37][CH:36]=[CH:35][CH:34]=4)=[CH:8][CH:7]=3)=[CH:10][N:11]([C@H:19]3[CH2:24][CH2:23][C@H:22]([N:25]4[CH2:26][CH2:27][N:28]([CH3:31])[CH2:29][CH2:30]4)[CH2:21][CH2:20]3)[C:12]=2[N:13]=[CH:14][N:15]=1. Given the reactants [NH2:1][CH2:2][C:3]1[CH:8]=[CH:7][C:6]([C:9]2[C:17]3[C:16]([NH2:18])=[N:15][CH:14]=[N:13][C:12]=3[N:11]([C@H:19]3[CH2:24][CH2:23][C@H:22]([N:25]4[CH2:30][CH2:29][N:28]([CH3:31])[CH2:27][CH2:26]4)[CH2:21][CH2:20]3)[CH:10]=2)=[CH:5][CH:4]=1.[C:32](Cl)(=[O:39])[C:33]1[CH:38]=[CH:37][CH:36]=[CH:35][CH:34]=1, predict the reaction product. (3) Given the reactants [Br-:1].[NH2:2][CH2:3][CH2:4][CH2:5][CH2:6][CH2:7][N+:8]([CH2:11][CH2:12][NH:13][C:14]([C:16]1[C:21]([NH2:22])=[N:20][C:19]([NH2:23])=[C:18]([Cl:24])[N:17]=1)=[O:15])([CH3:10])[CH3:9].[Cl:25][C:26]1[CH:31]=[CH:30][C:29]([S:32](Cl)(=[O:34])=[O:33])=[CH:28][CH:27]=1.CN1CCOCC1, predict the reaction product. The product is: [Br-:1].[Cl:25][C:26]1[CH:31]=[CH:30][C:29]([S:32]([NH:2][CH2:3][CH2:4][CH2:5][CH2:6][CH2:7][N+:8]([CH2:11][CH2:12][NH:13][C:14]([C:16]2[C:21]([NH2:22])=[N:20][C:19]([NH2:23])=[C:18]([Cl:24])[N:17]=2)=[O:15])([CH3:9])[CH3:10])(=[O:34])=[O:33])=[CH:28][CH:27]=1. (4) Given the reactants [Br:1][C:2]1[C:11]([OH:12])=[C:10]2[C:5]([CH:6]=[CH:7][C:8]([CH3:13])=[N:9]2)=[CH:4][CH:3]=1.C([O-])([O-])=O.[K+].[K+].I[CH:21]([CH3:23])[CH3:22].C(OCC)(=O)C, predict the reaction product. The product is: [Br:1][C:2]1[C:11]([O:12][CH:21]([CH3:23])[CH3:22])=[C:10]2[C:5]([CH:6]=[CH:7][C:8]([CH3:13])=[N:9]2)=[CH:4][CH:3]=1.